Dataset: NCI-60 drug combinations with 297,098 pairs across 59 cell lines. Task: Regression. Given two drug SMILES strings and cell line genomic features, predict the synergy score measuring deviation from expected non-interaction effect. Drug 1: C1=CC(=CC=C1C#N)C(C2=CC=C(C=C2)C#N)N3C=NC=N3. Drug 2: CC1=C(N=C(N=C1N)C(CC(=O)N)NCC(C(=O)N)N)C(=O)NC(C(C2=CN=CN2)OC3C(C(C(C(O3)CO)O)O)OC4C(C(C(C(O4)CO)O)OC(=O)N)O)C(=O)NC(C)C(C(C)C(=O)NC(C(C)O)C(=O)NCCC5=NC(=CS5)C6=NC(=CS6)C(=O)NCCC[S+](C)C)O. Cell line: SK-MEL-5. Synergy scores: CSS=9.04, Synergy_ZIP=-4.11, Synergy_Bliss=0.296, Synergy_Loewe=0.0551, Synergy_HSA=0.905.